From a dataset of Full USPTO retrosynthesis dataset with 1.9M reactions from patents (1976-2016). Predict the reactants needed to synthesize the given product. (1) The reactants are: C[O:2][C:3](=[O:33])[C@@H:4]([O:6][C:7]1[CH:16]=[CH:15][C:14]([F:17])=[C:13]2[C:8]=1[C:9]([O:29][CH:30]([F:32])[F:31])=[C:10]([CH2:20][C:21]1[CH:26]=[CH:25][C:24]([Cl:27])=[CH:23][C:22]=1[Cl:28])[C:11]([CH2:18][CH3:19])=[N:12]2)[CH3:5].C[O:35][C:36](=[O:64])[C@@H:37]([O:39][C:40]1[CH:49]=[CH:48][C:47]([F:50])=[C:46]2[C:41]=1[C:42]([O:62][CH3:63])=[C:43]([CH2:53][C:54]1[CH:59]=[CH:58][C:57]([Cl:60])=[CH:56][C:55]=1[Cl:61])[C:44]([CH2:51][CH3:52])=[N:45]2)[CH3:38].CO.[OH-].[Li+]. Given the product [Cl:28][C:22]1[CH:23]=[C:24]([Cl:27])[CH:25]=[CH:26][C:21]=1[CH2:20][C:10]1[C:11]([CH2:18][CH3:19])=[N:12][C:13]2[C:8]([C:9]=1[O:29][CH:30]([F:31])[F:32])=[C:7]([O:6][C@@H:4]([CH3:5])[C:3]([OH:33])=[O:2])[CH:16]=[CH:15][C:14]=2[F:17].[Cl:61][C:55]1[CH:56]=[C:57]([Cl:60])[CH:58]=[CH:59][C:54]=1[CH2:53][C:43]1[C:44]([CH2:51][CH3:52])=[N:45][C:46]2[C:41]([C:42]=1[O:62][CH3:63])=[C:40]([O:39][C@@H:37]([CH3:38])[C:36]([OH:64])=[O:35])[CH:49]=[CH:48][C:47]=2[F:50], predict the reactants needed to synthesize it. (2) Given the product [Br:19][C:15]1[CH:14]=[C:13]([C:7]2([C:5]([OH:6])=[O:4])[CH2:12][CH2:11][O:10][CH2:9][CH2:8]2)[CH:18]=[CH:17][CH:16]=1, predict the reactants needed to synthesize it. The reactants are: [OH-].[Li+].C[O:4][C:5]([C:7]1([C:13]2[CH:18]=[CH:17][CH:16]=[C:15]([Br:19])[CH:14]=2)[CH2:12][CH2:11][O:10][CH2:9][CH2:8]1)=[O:6]. (3) The reactants are: [CH3:1][C:2]1[N:6]([CH2:7][CH:8]2[C:13](=[O:14])[C:12]3[C:15]4[C:20]([N:21]([CH3:22])[C:11]=3[CH2:10][CH2:9]2)=[CH:19][CH:18]=[CH:17][CH:16]=4)[CH:5]=[CH:4][N:3]=1.O.O.Cl. Given the product [CH3:1][C:2]1[N:6]([CH2:7][CH:8]2[C:13](=[O:14])[C:12]3[C:15]4[CH:16]=[CH:17][CH:18]=[CH:19][C:20]=4[N:21]([CH3:22])[C:11]=3[CH2:10][CH2:9]2)[CH:5]=[CH:4][N:3]=1, predict the reactants needed to synthesize it. (4) Given the product [O:12]1[CH2:16][CH2:15][CH:14]([CH2:17][NH:18][C:19]([C:21]2[C:25]([F:46])=[C:24]([CH2:26][O:27][CH2:28][C:29]3[CH:34]=[CH:33][CH:32]=[CH:31][C:30]=3[F:35])[O:23][N:22]=2)=[O:20])[CH2:13]1, predict the reactants needed to synthesize it. The reactants are: CCCCCC.C([Li])CCC.[O:12]1[CH2:16][CH2:15][CH:14]([CH2:17][NH:18][C:19]([C:21]2[CH:25]=[C:24]([CH2:26][O:27][CH2:28][C:29]3[CH:34]=[CH:33][CH:32]=[CH:31][C:30]=3[F:35])[O:23][N:22]=2)=[O:20])[CH2:13]1.C1C=CC(S(N(S(C2C=CC=CC=2)(=O)=O)[F:46])(=O)=O)=CC=1.Cl. (5) Given the product [CH3:18][N:19]1[CH2:24][CH2:23][N:22]([C:2]2[CH:3]=[CH:4][C:5]([N+:9]([O-:11])=[O:10])=[C:6]([CH:8]=2)[NH2:7])[CH2:21][CH2:20]1, predict the reactants needed to synthesize it. The reactants are: Cl[C:2]1[CH:3]=[CH:4][C:5]([N+:9]([O-:11])=[O:10])=[C:6]([CH:8]=1)[NH2:7].C(=O)([O-])[O-].[K+].[K+].[CH3:18][N:19]1[CH2:24][CH2:23][NH:22][CH2:21][CH2:20]1. (6) Given the product [C:15]([O:14][C:12]([N:5]1[C@@H:6]([CH2:9][O:10][CH3:11])[CH2:7][O:8][C@@H:3]([C:2]([OH:22])=[O:1])[CH2:4]1)=[O:13])([CH3:18])([CH3:17])[CH3:16], predict the reactants needed to synthesize it. The reactants are: [OH:1][CH2:2][C@@H:3]1[O:8][CH2:7][C@H:6]([CH2:9][O:10][CH3:11])[N:5]([C:12]([O:14][C:15]([CH3:18])([CH3:17])[CH3:16])=[O:13])[CH2:4]1.O.C(O)(=[O:22])C.C(O)(=O)C.IC1C=CC=CC=1.CC1(C)N([O])C(C)(C)CCC1.